Dataset: Full USPTO retrosynthesis dataset with 1.9M reactions from patents (1976-2016). Task: Predict the reactants needed to synthesize the given product. (1) Given the product [Cl:36][C:34]1[N:33]=[CH:32][N:31]=[C:30]2[N:29]([CH3:37])[N:28]=[C:27]([CH2:26][O:17][C:12]3[CH:11]=[C:10]([CH:15]=[CH:14][C:13]=3[CH3:16])[C:9]([NH:8][C:5]3[CH:4]=[CH:3][C:2]([Cl:1])=[CH:7][CH:6]=3)=[O:18])[C:35]=12, predict the reactants needed to synthesize it. The reactants are: [Cl:1][C:2]1[CH:7]=[CH:6][C:5]([NH:8][C:9](=[O:18])[C:10]2[CH:15]=[CH:14][C:13]([CH3:16])=[C:12]([OH:17])[CH:11]=2)=[CH:4][CH:3]=1.C(=O)([O-])[O-].[K+].[K+].Br[CH2:26][C:27]1[C:35]2[C:30](=[N:31][CH:32]=[N:33][C:34]=2[Cl:36])[N:29]([CH3:37])[N:28]=1. (2) Given the product [F:2][C:3]1[CH:11]=[C:10]2[C:6]([C:7]([C:21]3[CH:22]=[N:23][N:24]([CH2:26][CH2:27][NH:28][S:30]([CH3:29])(=[O:32])=[O:31])[CH:25]=3)=[CH:8][N:9]2[S:12]([C:15]2[CH:16]=[CH:17][CH:18]=[CH:19][CH:20]=2)(=[O:14])=[O:13])=[CH:5][CH:4]=1, predict the reactants needed to synthesize it. The reactants are: Cl.[F:2][C:3]1[CH:11]=[C:10]2[C:6]([C:7]([C:21]3[CH:22]=[N:23][N:24]([CH2:26][CH2:27][NH2:28])[CH:25]=3)=[CH:8][N:9]2[S:12]([C:15]2[CH:20]=[CH:19][CH:18]=[CH:17][CH:16]=2)(=[O:14])=[O:13])=[CH:5][CH:4]=1.[CH3:29][S:30](Cl)(=[O:32])=[O:31]. (3) The reactants are: [CH3:1][O:2][CH2:3][CH2:4][CH2:5][OH:6].[C:7]1([CH3:17])[CH:12]=[CH:11][C:10]([S:13](Cl)(=[O:15])=[O:14])=[CH:9][CH:8]=1. Given the product [CH3:17][C:7]1[CH:12]=[CH:11][C:10]([S:13]([O:6][CH2:5][CH2:4][CH2:3][O:2][CH3:1])(=[O:15])=[O:14])=[CH:9][CH:8]=1, predict the reactants needed to synthesize it.